Dataset: Reaction yield outcomes from USPTO patents with 853,638 reactions. Task: Predict the reaction yield, written as a fraction of the theoretical maximum amount of product (1.0 means a 100% yield; for example, 0.34 means a 34% yield). (1) The reactants are [NH:1]1[C@H:6]([C:7]([O:9]C)=O)[CH2:5][CH2:4][CH2:3][C@@H:2]1[C:11]([O:13][CH3:14])=[O:12].[C:15]([O-:18])([O-])=O.[Na+].[Na+].BrCC(Cl)=O.C[C:27]#[N:28]. The catalyst is C1COCC1. The product is [O:9]=[C:7]1[NH:28][CH2:27][C:15](=[O:18])[N:1]2[C@@H:2]([C:11]([O:13][CH3:14])=[O:12])[CH2:3][CH2:4][CH2:5][C@@H:6]12. The yield is 0.830. (2) The reactants are [CH:1]1([CH2:6][CH2:7][CH2:8][CH2:9]O)[CH2:5][CH2:4][CH2:3][CH2:2]1.[Br:11]P(Br)(C1C=CC=CC=1)(C1C=CC=CC=1)C1C=CC=CC=1. The catalyst is C(#N)C. The product is [Br:11][CH2:9][CH2:8][CH2:7][CH2:6][CH:1]1[CH2:5][CH2:4][CH2:3][CH2:2]1. The yield is 0.760. (3) The reactants are [H-].[Na+].[OH:3][C:4]1[CH:5]=[CH:6][C:7]([CH3:10])=[N:8][CH:9]=1.F[C:12]1[CH:17]=[CH:16][C:15]([N+:18]([O-:20])=[O:19])=[CH:14][C:13]=1[CH3:21]. The catalyst is CC(N(C)C)=O. The product is [CH3:10][C:7]1[CH:6]=[CH:5][C:4]([O:3][C:12]2[CH:17]=[CH:16][C:15]([N+:18]([O-:20])=[O:19])=[CH:14][C:13]=2[CH3:21])=[CH:9][N:8]=1. The yield is 0.980. (4) The reactants are [F:1][C:2]1[CH:7]=[C:6]([N+:8]([O-])=O)[C:5]([O:11][CH3:12])=[CH:4][C:3]=1[C:13]1[O:17][CH:16]=[N:15][CH:14]=1. The catalyst is CO.[Pd]. The product is [F:1][C:2]1[C:3]([C:13]2[O:17][CH:16]=[N:15][CH:14]=2)=[CH:4][C:5]([O:11][CH3:12])=[C:6]([CH:7]=1)[NH2:8]. The yield is 0.640.